Dataset: Forward reaction prediction with 1.9M reactions from USPTO patents (1976-2016). Task: Predict the product of the given reaction. The product is: [C:1]([NH:8][C@H:9]1[CH2:14][CH2:13][CH2:12][C@H:11]([C:15]([O:17][CH3:18])=[O:16])[CH2:10]1)(=[O:3])[CH3:2]. Given the reactants [C:1](OC(=O)C)(=[O:3])[CH3:2].[NH2:8][C@H:9]1[CH2:14][CH2:13][CH2:12][C@H:11]([C:15]([O:17][CH3:18])=[O:16])[CH2:10]1, predict the reaction product.